From a dataset of Forward reaction prediction with 1.9M reactions from USPTO patents (1976-2016). Predict the product of the given reaction. Given the reactants [I-].[CH3:2][CH:3]([P+](C1C=CC=CC=1)(C1C=CC=CC=1)C1C=CC=CC=1)[CH3:4].CC(C)([O-])C.[K+].[Br:30][C:31]1[N:36]=[CH:35][C:34]([CH:37]=O)=[CH:33][CH:32]=1.[Cl-].[NH4+], predict the reaction product. The product is: [Br:30][C:31]1[CH:32]=[CH:33][C:34]([CH:37]=[C:3]([CH3:4])[CH3:2])=[CH:35][N:36]=1.